From a dataset of Catalyst prediction with 721,799 reactions and 888 catalyst types from USPTO. Predict which catalyst facilitates the given reaction. (1) Reactant: [F:1][C:2]([F:56])([F:55])[C:3]1[CH:4]=[C:5]([CH:48]=[C:49]([C:51]([F:54])([F:53])[F:52])[CH:50]=1)[CH2:6][N:7]([CH2:20][C:21]1[CH:26]=[C:25]([C:27]([F:30])([F:29])[F:28])[CH:24]=[CH:23][C:22]=1[N:31]([CH2:46][CH3:47])[C:32](=[O:45])[NH:33][C@@H:34]([CH2:39][O:40]C(C)(C)C)[C:35]([O:37][CH3:38])=[O:36])[C:8]1[N:13]=[CH:12][C:11]([N:14]2[CH2:19][CH2:18][O:17][CH2:16][CH2:15]2)=[CH:10][N:9]=1.C(=O)(O)[O-].[Na+].C(OCC)(=O)C. Product: [F:54][C:51]([F:52])([F:53])[C:49]1[CH:48]=[C:5]([CH:4]=[C:3]([C:2]([F:55])([F:1])[F:56])[CH:50]=1)[CH2:6][N:7]([CH2:20][C:21]1[CH:26]=[C:25]([C:27]([F:28])([F:29])[F:30])[CH:24]=[CH:23][C:22]=1[N:31]([CH2:46][CH3:47])[C:32](=[O:45])[NH:33][C@@H:34]([CH2:39][OH:40])[C:35]([O:37][CH3:38])=[O:36])[C:8]1[N:13]=[CH:12][C:11]([N:14]2[CH2:19][CH2:18][O:17][CH2:16][CH2:15]2)=[CH:10][N:9]=1. The catalyst class is: 89. (2) Reactant: [CH3:1][C:2]([C:4]1[CH:9]=[C:8]([O:10][CH2:11][C:12]([F:15])([F:14])[F:13])[CH:7]=[CH:6][C:5]=1[O:16][CH2:17][C:18]([F:21])([F:20])[F:19])=[O:3].[Cl:22][C:23]1[CH:30]=[CH:29][C:26]([CH:27]=O)=[CH:25][CH:24]=1.CO.[OH-].[Na+]. Product: [F:21][C:18]([F:19])([F:20])[CH2:17][O:16][C:5]1[CH:6]=[CH:7][C:8]([O:10][CH2:11][C:12]([F:13])([F:14])[F:15])=[CH:9][C:4]=1[C:2](=[O:3])[CH:1]=[CH:27][C:26]1[CH:29]=[CH:30][C:23]([Cl:22])=[CH:24][CH:25]=1. The catalyst class is: 13. (3) Reactant: CN(C)C([S:5][C:6]1[CH:11]=[CH:10][C:9]([C:12]([CH3:16])([CH3:15])[CH2:13][CH3:14])=[CH:8][CH:7]=1)=O.C([O-])([O-])=O.[K+].[K+]. Product: [CH3:16][C:12]([C:9]1[CH:8]=[CH:7][C:6]([SH:5])=[CH:11][CH:10]=1)([CH3:15])[CH2:13][CH3:14]. The catalyst class is: 5. (4) Reactant: [CH2:1]([N:8]1[CH:12]=[C:11]([CH2:13][C:14]([O:16]CC)=[O:15])[C:10]([O:19][CH2:20][C:21]2[CH:26]=[CH:25][C:24]([O:27][CH2:28][C:29]3[N:30]=[C:31]([C:35]4[CH:40]=[CH:39][CH:38]=[CH:37][CH:36]=4)[O:32][C:33]=3[CH3:34])=[CH:23][CH:22]=2)=[N:9]1)[C:2]1[CH:7]=[CH:6][CH:5]=[CH:4][CH:3]=1.[OH-].[Na+].O1CCCC1.Cl. Product: [CH2:1]([N:8]1[CH:12]=[C:11]([CH2:13][C:14]([OH:16])=[O:15])[C:10]([O:19][CH2:20][C:21]2[CH:26]=[CH:25][C:24]([O:27][CH2:28][C:29]3[N:30]=[C:31]([C:35]4[CH:36]=[CH:37][CH:38]=[CH:39][CH:40]=4)[O:32][C:33]=3[CH3:34])=[CH:23][CH:22]=2)=[N:9]1)[C:2]1[CH:7]=[CH:6][CH:5]=[CH:4][CH:3]=1. The catalyst class is: 8. (5) Reactant: [C:1]([O:5][C:6]([N:8]1[CH2:15][CH:14]2[NH:16][CH:10]([CH2:11][O:12][CH2:13]2)[CH2:9]1)=[O:7])([CH3:4])([CH3:3])[CH3:2].CCN(C(C)C)C(C)C.[CH3:26][O:27][C:28]([C:30]1[C@H:31]([C:43]2[CH:48]=[CH:47][C:46]([F:49])=[CH:45][C:44]=2[Cl:50])[N:32]=[C:33]([C:38]2[S:39][CH:40]=[CH:41][N:42]=2)[NH:34][C:35]=1[CH2:36]Br)=[O:29]. Product: [C:1]([O:5][C:6]([N:8]1[CH2:9][CH:10]2[N:16]([CH2:36][C:35]3[NH:34][C:33]([C:38]4[S:39][CH:40]=[CH:41][N:42]=4)=[N:32][C@@H:31]([C:43]4[CH:48]=[CH:47][C:46]([F:49])=[CH:45][C:44]=4[Cl:50])[C:30]=3[C:28]([O:27][CH3:26])=[O:29])[CH:14]([CH2:13][O:12][CH2:11]2)[CH2:15]1)=[O:7])([CH3:4])([CH3:2])[CH3:3]. The catalyst class is: 2. (6) Reactant: C[O-].[Na+].C(O[C:7]([C:9]1[N:10]([CH2:17][C:18]2[CH:23]=[CH:22][CH:21]=[CH:20][CH:19]=2)[CH:11]=[C:12]([C:15]#[N:16])[C:13]=1[NH2:14])=[O:8])C.O.[CH:25]([NH2:27])=O. Product: [CH2:17]([N:10]1[C:9]2[C:7](=[O:8])[NH:27][CH:25]=[N:14][C:13]=2[C:12]([C:15]#[N:16])=[CH:11]1)[C:18]1[CH:19]=[CH:20][CH:21]=[CH:22][CH:23]=1. The catalyst class is: 5.